From a dataset of Reaction yield outcomes from USPTO patents with 853,638 reactions. Predict the reaction yield, written as a fraction of the theoretical maximum amount of product (1.0 means a 100% yield; for example, 0.34 means a 34% yield). (1) The reactants are [F:1][C:2]1[CH:27]=[C:26]([N+:28]([O-])=O)[CH:25]=[CH:24][C:3]=1[O:4][C:5]1[CH:10]=[CH:9][N:8]=[C:7]2[CH:11]=[C:12]([C:14]3[CH:19]=[CH:18][C:17]([S:20]([CH3:23])(=[O:22])=[O:21])=[CH:16][CH:15]=3)[S:13][C:6]=12.[BH4-].[Na+]. The catalyst is C1COCC1.CO.Cl[Ni]Cl. The product is [F:1][C:2]1[CH:27]=[C:26]([NH2:28])[CH:25]=[CH:24][C:3]=1[O:4][C:5]1[CH:10]=[CH:9][N:8]=[C:7]2[CH:11]=[C:12]([C:14]3[CH:15]=[CH:16][C:17]([S:20]([CH3:23])(=[O:21])=[O:22])=[CH:18][CH:19]=3)[S:13][C:6]=12. The yield is 0.510. (2) The reactants are [C:1]1([C@H:7](O)[CH3:8])[CH:6]=[CH:5][CH:4]=[CH:3][CH:2]=1.CS(Cl)(=O)=O.S([O-])(=O)(=O)C.[CH3:20][C@@H:21]1[CH2:26][NH:25][CH2:24][CH2:23][NH:22]1. The catalyst is CCOC(C)=O.CO. The product is [CH3:20][C@@H:21]1[NH:22][CH2:23][CH2:24][N:25]([C@@H:7]([C:1]2[CH:6]=[CH:5][CH:4]=[CH:3][CH:2]=2)[CH3:8])[CH2:26]1. The yield is 0.0100.